From a dataset of Reaction yield outcomes from USPTO patents with 853,638 reactions. Predict the reaction yield, written as a fraction of the theoretical maximum amount of product (1.0 means a 100% yield; for example, 0.34 means a 34% yield). (1) The reactants are [OH:1][C:2]1[N:7]=[CH:6][C:5]([NH:8][C:9]([CH:11]2[CH2:16][CH2:15][CH2:14][CH2:13][CH2:12]2)=[O:10])=[CH:4][CH:3]=1.[CH3:17][N:18]([C:22]1[CH:27]=[CH:26][CH:25]=[CH:24][CH:23]=1)[C:19](Cl)=[O:20].N12CCN(CC1)CC2.O. The catalyst is CN(C)C=O. The product is [CH:11]1([C:9]([NH:8][C:5]2[CH:4]=[CH:3][C:2]([O:1][C:19](=[O:20])[N:18]([CH3:17])[C:22]3[CH:27]=[CH:26][CH:25]=[CH:24][CH:23]=3)=[N:7][CH:6]=2)=[O:10])[CH2:12][CH2:13][CH2:14][CH2:15][CH2:16]1. The yield is 0.710. (2) The reactants are [C:1](OC(=O)C)(=[O:3])[CH3:2].[CH2:8]([O:15][C:16]1[CH:17]=[C:18]([CH:32]=[CH:33][CH:34]=1)[C:19]([NH:21][C:22]1[CH:27]=[CH:26][CH:25]=[CH:24][C:23]=1[S:28](=[O:31])(=[O:30])[NH2:29])=[O:20])[CH2:9][CH2:10][CH2:11][CH2:12][CH2:13][CH3:14]. The catalyst is CN(C)C1C=CN=CC=1.O1CCCC1. The product is [CH2:8]([O:15][C:16]1[CH:17]=[C:18]([CH:32]=[CH:33][CH:34]=1)[C:19]([NH:21][C:22]1[CH:27]=[CH:26][CH:25]=[CH:24][C:23]=1[S:28]([NH:29][C:1](=[O:3])[CH3:2])(=[O:31])=[O:30])=[O:20])[CH2:9][CH2:10][CH2:11][CH2:12][CH2:13][CH3:14]. The yield is 0.950. (3) The reactants are [H-].[Al+3].[Li+].[H-].[H-].[H-].[Cl:7][C:8]1[CH:13]=[C:12]([Cl:14])[CH:11]=[CH:10][C:9]=1[NH:15][C:16]1[N:20]([CH2:21][CH:22]([OH:28])[CH2:23][C:24](OC)=[O:25])[C:19]2[C:29]([N:33]([CH2:36][CH3:37])[CH2:34][CH3:35])=[CH:30][CH:31]=[CH:32][C:18]=2[N:17]=1.O.O.O.O.O.O.O.O.O.O.S([O-])([O-])(=O)=O.[Na+].[Na+]. The catalyst is O1CCCC1. The product is [Cl:7][C:8]1[CH:13]=[C:12]([Cl:14])[CH:11]=[CH:10][C:9]=1[NH:15][C:16]1[N:20]([CH2:21][CH:22]([OH:28])[CH2:23][CH2:24][OH:25])[C:19]2[C:29]([N:33]([CH2:36][CH3:37])[CH2:34][CH3:35])=[CH:30][CH:31]=[CH:32][C:18]=2[N:17]=1. The yield is 0.960. (4) The reactants are [Cl:1][C:2]1[CH:3]=[N:4][N:5]([CH3:16])[C:6]=1[C:7]1[CH:8]=[C:9]([C:13]([OH:15])=O)[S:10][C:11]=1[CH3:12].[NH2:17][C@@H:18]([CH2:31][C:32]1[CH:37]=[C:36]([F:38])[CH:35]=[CH:34][C:33]=1[F:39])[CH2:19][N:20]1[C:28](=[O:29])[C:27]2[C:22](=[CH:23][CH:24]=[CH:25][CH:26]=2)[C:21]1=[O:30].FC1C=CC=C(F)C=1C[C@@H](C(O)=O)N.C1CN([P+](Br)(N2CCCC2)N2CCCC2)CC1.F[P-](F)(F)(F)(F)F.CCN(C(C)C)C(C)C. The catalyst is C(Cl)(Cl)Cl. The product is [Cl:1][C:2]1[CH:3]=[N:4][N:5]([CH3:16])[C:6]=1[C:7]1[CH:8]=[C:9]([C:13]([NH:17][C@H:18]([CH2:19][N:20]2[C:28](=[O:29])[C:27]3[C:22](=[CH:23][CH:24]=[CH:25][CH:26]=3)[C:21]2=[O:30])[CH2:31][C:32]2[CH:37]=[C:36]([F:38])[CH:35]=[CH:34][C:33]=2[F:39])=[O:15])[S:10][C:11]=1[CH3:12]. The yield is 0.520. (5) The reactants are [O:1]1[CH2:5]CCC1.C(OC[CH2:11][O:12][C:13]1[CH:14]=[N:15][C:16]([N:19]2[C:24](=[O:25])[C:23]([CH2:26][C:27]3[CH:32]=[CH:31][C:30]([C:33]4[CH:38]=[CH:37][CH:36]=[CH:35][C:34]=4[C:39]4[NH:43][N:42]=[N:41][N:40]=4)=[CH:29][CH:28]=3)=[C:22]([CH2:44][CH2:45][CH2:46][CH3:47])[N:21]=[C:20]2[CH3:48])=[N:17][CH:18]=1)(=O)C.[OH-:49].[Li+]. The catalyst is O. The product is [NH:40]1[C:39]([C:34]2[CH:35]=[CH:36][CH:37]=[CH:38][C:33]=2[C:30]2[CH:31]=[CH:32][C:27]([CH2:26][C:23]3[C:24](=[O:25])[N:19]([C:16]4[N:17]=[CH:18][C:13]([O:12][CH2:11][C:5]([OH:1])=[O:49])=[CH:14][N:15]=4)[C:20]([CH3:48])=[N:21][C:22]=3[CH2:44][CH2:45][CH2:46][CH3:47])=[CH:28][CH:29]=2)=[N:43][N:42]=[N:41]1. The yield is 0.720. (6) The reactants are C[C:2]1(C)[C:28]2[C:23](=[C:24](P(C3C=CC=CC=3)C3C=CC=CC=3)[CH:25]=[CH:26][CH:27]=2)O[C:4]2[C:5](P(C3C=CC=CC=3)C3C=CC=CC=3)=[CH:6][CH:7]=[CH:8][C:3]1=2.BrC1C=CC([CH2:50][S:51](CC2C=CC(Br)=CC=2)(=[O:53])=[O:52])=CC=1.C(C1[C:66](C)=[N:67]C=CC=1)(=O)C.[O-:72]P([O-])([O-])=O.[K+].[K+].[K+]. The catalyst is C/C(/[O-])=C/C(C)=O.C/C(/[O-])=C/C(C)=O.[Pd+2]. The product is [CH3:27][C:26]1[N:67]=[CH:66][C:23]([C:28](=[O:72])[CH2:2][C:3]2[CH:4]=[CH:5][C:6]([S:51]([CH3:50])(=[O:53])=[O:52])=[CH:7][CH:8]=2)=[CH:24][CH:25]=1. The yield is 0.910. (7) The reactants are Cl[C:2]1[CH:7]=[CH:6][C:5]([C:8]2[O:9][C:10]([C:13]3[C:14]([C:19]4[CH:24]=[CH:23][CH:22]=[CH:21][CH:20]=4)=[N:15][O:16][C:17]=3[CH3:18])=[N:11][N:12]=2)=[CH:4][N:3]=1.[CH2:25]([CH2:27][NH2:28])[OH:26]. No catalyst specified. The product is [CH3:18][C:17]1[O:16][N:15]=[C:14]([C:19]2[CH:24]=[CH:23][CH:22]=[CH:21][CH:20]=2)[C:13]=1[C:10]1[O:9][C:8]([C:5]2[CH:6]=[CH:7][C:2]([NH:28][CH2:27][CH2:25][OH:26])=[N:3][CH:4]=2)=[N:12][N:11]=1. The yield is 0.590.